From a dataset of Reaction yield outcomes from USPTO patents with 853,638 reactions. Predict the reaction yield, written as a fraction of the theoretical maximum amount of product (1.0 means a 100% yield; for example, 0.34 means a 34% yield). (1) The reactants are [CH:1]1([C:4]2[N:5]=[C:6]([CH3:26])[NH:7][C:8](=[O:25])[C:9]=2[CH2:10][C:11]2[CH:16]=[CH:15][C:14]([C:17]3[C:18]([C:23]#[N:24])=[CH:19][CH:20]=[CH:21][CH:22]=3)=[CH:13][CH:12]=2)[CH2:3][CH2:2]1.[C:27]1(B(O)O)[CH:32]=[CH:31][CH:30]=[CH:29][CH:28]=1.C(N(CC)CC)C.N1C=CC=CC=1. The catalyst is C([O-])(=O)C.[Cu+2].C([O-])(=O)C.C(OCC)(=O)C.C(Cl)Cl. The product is [CH:1]1([C:4]2[N:5]=[C:6]([CH3:26])[N:7]([C:27]3[CH:32]=[CH:31][CH:30]=[CH:29][CH:28]=3)[C:8](=[O:25])[C:9]=2[CH2:10][C:11]2[CH:16]=[CH:15][C:14]([C:17]3[C:18]([C:23]#[N:24])=[CH:19][CH:20]=[CH:21][CH:22]=3)=[CH:13][CH:12]=2)[CH2:2][CH2:3]1. The yield is 0.350. (2) The reactants are [Cl:1][C:2]1[C:11]2[N:12]=[CH:13][N:14]([CH2:15][CH:16]([CH3:18])[CH3:17])[C:10]=2[C:9]2[CH:8]=[CH:7][CH:6]=[CH:5][C:4]=2[N:3]=1.CC1C([C:26](O)=[O:27])=CC=CC=1.C[O-].[Na+].C(OCC)(=O)C.C(O)(=O)C. The catalyst is CO. The product is [Cl:1][C:2]1[C:11]2[N:12]=[C:13]([CH2:26][OH:27])[N:14]([CH2:15][CH:16]([CH3:18])[CH3:17])[C:10]=2[C:9]2[CH:8]=[CH:7][CH:6]=[CH:5][C:4]=2[N:3]=1. The yield is 0.714.